From a dataset of Catalyst prediction with 721,799 reactions and 888 catalyst types from USPTO. Predict which catalyst facilitates the given reaction. Reactant: [C:1]([O:9][C@H:10]1[CH2:34][CH2:33][C@@:32]2([CH3:35])[C:12](=[CH:13][CH2:14][C@@H:15]3[C@@H:31]2[CH2:30][CH2:29][C@@:28]2([CH3:36])[C@H:16]3[CH2:17][CH:18]=[C:19]2[C@H:20]([CH3:27])[CH2:21][CH2:22][CH2:23][CH:24]([CH3:26])[CH3:25])[C:11]1([CH3:38])[CH3:37])(=[O:8])[C:2]1[CH:7]=[CH:6][CH:5]=[CH:4][CH:3]=1.C1C=C(Cl)C=C(C(OO)=[O:47])C=1.[OH-].[Na+].CO. Product: [C:1]([O:9][C@H:10]1[CH2:34][CH2:33][C@@:32]2([CH3:35])[C:12](=[CH:13][CH2:14][C@@H:15]3[C@@H:31]2[CH2:30][CH2:29][C@@:28]2([CH3:36])[C@H:16]3[CH:17]3[O:47][C@@H:18]3[C@@H:19]2[C@H:20]([CH3:27])[CH2:21][CH2:22][CH2:23][CH:24]([CH3:26])[CH3:25])[C:11]1([CH3:38])[CH3:37])(=[O:8])[C:2]1[CH:7]=[CH:6][CH:5]=[CH:4][CH:3]=1. The catalyst class is: 4.